From a dataset of Full USPTO retrosynthesis dataset with 1.9M reactions from patents (1976-2016). Predict the reactants needed to synthesize the given product. (1) Given the product [ClH:40].[NH2:9][C:8]([CH:12]([OH:11])[CH2:13][CH3:14])([CH2:27][CH2:28][CH2:29][CH2:30][B:31]([OH:35])[OH:32])[C:6]([OH:7])=[O:5], predict the reactants needed to synthesize it. The reactants are: C([O:5][C:6]([C:8]1([CH2:27][CH2:28][CH2:29][CH2:30][B:31]2[O:35]C(C)(C)C(C)(C)[O:32]2)[CH:12]([CH2:13][CH3:14])[O:11]C(C2C=CC=CC=2)(C2C=CC=CC=2)[NH:9]1)=[O:7])(C)(C)C.[ClH:40]. (2) Given the product [C:1]([O:5][C:6]([N:8]1[CH2:13][CH2:12][C:11]2([NH:20][C:24](=[O:25])[NH:19][C:15]2=[O:18])[CH2:10][CH2:9]1)=[O:7])([CH3:4])([CH3:3])[CH3:2], predict the reactants needed to synthesize it. The reactants are: [C:1]([O:5][C:6]([N:8]1[CH2:13][CH2:12][C:11](=O)[CH2:10][CH2:9]1)=[O:7])([CH3:4])([CH3:3])[CH3:2].[C:15](=[O:18])([O-])[O-].[NH4+:19].[NH4+:20].[C-]#N.[Na+].[CH3:24][OH:25]. (3) Given the product [C:19]1(=[O:18])[N:5]([CH2:6][CH2:7][CH2:8][S:9][CH2:10][CH2:11][O:12][C@@H:13]2[C@@H:21]([O:22][CH2:23][CH2:24][S:25][CH2:26][CH2:27][CH2:28][N:29]3[C:52](=[O:53])[CH:51]=[CH:56][C:55]3=[O:57])[C@@H:20]([O:30][CH2:31][CH2:32][S:33][CH2:34][CH2:35][CH2:36][N:37]3[C:52](=[O:53])[CH:51]=[CH:56][C:55]3=[O:57])[C@@H:19]([CH2:38][O:39][CH2:40][CH2:41][S:42][CH2:43][CH2:44][CH2:45][N:46]3[C:52](=[O:53])[CH:51]=[CH:56][C:55]3=[O:57])[O:18][C@@H:14]2[O:15][CH2:16][CH3:17])[C:13](=[O:12])[CH:21]=[CH:20]1, predict the reactants needed to synthesize it. The reactants are: Cl.Cl.Cl.Cl.[NH2:5][CH2:6][CH2:7][CH2:8][S:9][CH2:10][CH2:11][O:12][C@@H:13]1[C@@H:21]([O:22][CH2:23][CH2:24][S:25][CH2:26][CH2:27][CH2:28][NH2:29])[C@@H:20]([O:30][CH2:31][CH2:32][S:33][CH2:34][CH2:35][CH2:36][NH2:37])[C@@H:19]([CH2:38][O:39][CH2:40][CH2:41][S:42][CH2:43][CH2:44][CH2:45][NH2:46])[O:18][C@@H:14]1[O:15][CH2:16][CH3:17].COC([C:51]1[C:52](N[C:55](=[O:57])[CH:56]=1)=[O:53])=O.